From a dataset of Forward reaction prediction with 1.9M reactions from USPTO patents (1976-2016). Predict the product of the given reaction. Given the reactants [NH2:1][C@H:2]([C:16]1[NH:20][C:19]2[CH:21]=[CH:22][C:23]([C:25]([CH3:28])([CH3:27])[CH3:26])=[CH:24][C:18]=2[N:17]=1)[C:3]([CH3:15])([CH3:14])[C:4]([O:6]CC1C=CC=CC=1)=O.[NH3:29], predict the reaction product. The product is: [NH2:1][C@H:2]([C:16]1[NH:20][C:19]2[CH:21]=[CH:22][C:23]([C:25]([CH3:28])([CH3:26])[CH3:27])=[CH:24][C:18]=2[N:17]=1)[C:3]([CH3:14])([CH3:15])[C:4]([NH2:29])=[O:6].